Dataset: Full USPTO retrosynthesis dataset with 1.9M reactions from patents (1976-2016). Task: Predict the reactants needed to synthesize the given product. (1) Given the product [Cl:18][C:19]1[CH:27]=[CH:26][C:22]([C:23]([NH:1][C:2]2[S:3][C:4]([N:12]3[CH2:13][CH2:14][O:15][CH2:16][CH2:17]3)=[C:5]([C:7]3[O:8][CH:9]=[CH:10][CH:11]=3)[N:6]=2)=[O:24])=[CH:21][N:20]=1, predict the reactants needed to synthesize it. The reactants are: [NH2:1][C:2]1[S:3][C:4]([N:12]2[CH2:17][CH2:16][O:15][CH2:14][CH2:13]2)=[C:5]([C:7]2[O:8][CH:9]=[CH:10][CH:11]=2)[N:6]=1.[Cl:18][C:19]1[CH:27]=[CH:26][C:22]([C:23](Cl)=[O:24])=[CH:21][N:20]=1. (2) The reactants are: [CH3:1][N:2]([CH:4]=O)[CH3:3].[H-].[Na+].N1[C:16]2[C:11](=[CH:12][C:13]([O:17][C:18]3[CH:23]=[CH:22][N:21]=[C:20]([NH2:24])[CH:19]=3)=[CH:14][CH:15]=2)C=C1.C[NH:26][C:27](=O)[O:28]C1C=CC=CC=1. Given the product [CH3:3][N:2]1[C:1]2[C:15](=[CH:14][C:13]([O:17][C:18]3[CH:23]=[CH:22][N:21]=[C:20]([NH2:24])[CH:19]=3)=[CH:12][CH:11]=2)[CH:16]=[C:4]1[C:27]([NH2:26])=[O:28], predict the reactants needed to synthesize it.